From a dataset of Forward reaction prediction with 1.9M reactions from USPTO patents (1976-2016). Predict the product of the given reaction. (1) Given the reactants Br[C:2]1[N:7]=[C:6]([CH2:8][OH:9])[CH:5]=[CH:4][C:3]=1[O:10][CH2:11][CH2:12][O:13][Si:14]([C:17]([CH3:20])([CH3:19])[CH3:18])([CH3:16])[CH3:15].[CH:21]([N:24]1[CH2:29][CH2:28][NH:27][CH2:26][CH2:25]1)([CH3:23])[CH3:22].C1C=CC(P(C2C(C3C(P(C4C=CC=CC=4)C4C=CC=CC=4)=CC=C4C=3C=CC=C4)=C3C(C=CC=C3)=CC=2)C2C=CC=CC=2)=CC=1.C([O-])([O-])=O.[Cs+].[Cs+], predict the reaction product. The product is: [Si:14]([O:13][CH2:12][CH2:11][O:10][C:3]1[CH:4]=[CH:5][C:6]([CH:8]=[O:9])=[N:7][C:2]=1[N:27]1[CH2:28][CH2:29][N:24]([CH:21]([CH3:23])[CH3:22])[CH2:25][CH2:26]1)([C:17]([CH3:20])([CH3:19])[CH3:18])([CH3:16])[CH3:15]. (2) Given the reactants [CH3:1][O:2][C@@H:3]1[CH2:7][CH2:6][N:5]([C:8]([C:10]2[S:18][C:17]3[C:12](=[N:13][CH:14]=[CH:15][C:16]=3[O:19][C:20]3[CH:21]=[CH:22][C:23]4[C:27]([C:28]([OH:30])=O)=[C:26]([CH3:31])[S:25][C:24]=4[CH:32]=3)[CH:11]=2)=[O:9])[CH2:4]1.[NH2:33][CH2:34][CH:35]1[CH2:37][CH2:36]1.C(N(C(C)C)CC)(C)C.CN(C(ON1N=NC2C=CC=CC1=2)=[N+](C)C)C.F[P-](F)(F)(F)(F)F, predict the reaction product. The product is: [CH:35]1([CH2:34][NH:33][C:28]([C:27]2[C:23]3[CH:22]=[CH:21][C:20]([O:19][C:16]4[CH:15]=[CH:14][N:13]=[C:12]5[CH:11]=[C:10]([C:8]([N:5]6[CH2:6][CH2:7][C@@H:3]([O:2][CH3:1])[CH2:4]6)=[O:9])[S:18][C:17]=45)=[CH:32][C:24]=3[S:25][C:26]=2[CH3:31])=[O:30])[CH2:37][CH2:36]1.